From a dataset of Catalyst prediction with 721,799 reactions and 888 catalyst types from USPTO. Predict which catalyst facilitates the given reaction. (1) Reactant: O=[CH:2][CH:3]=[CH:4][C:5]1[CH:27]=[CH:26][C:8]([C:9]([NH:11][C:12]2[CH:17]=[CH:16][CH:15]=[CH:14][C:13]=2[NH:18][C:19](=[O:25])[O:20][C:21]([CH3:24])([CH3:23])[CH3:22])=[O:10])=[CH:7][CH:6]=1.[CH:28]1([O:33][C:34]2[CH:35]=[C:36]([CH:38]=[CH:39][C:40]=2[O:41][CH3:42])[NH2:37])[CH2:32][CH2:31][CH2:30][CH2:29]1.C([Sn](Cl)(Cl)CCCC)CCC.C1([SiH3])C=CC=CC=1. Product: [CH:28]1([O:33][C:34]2[CH:35]=[C:36]([NH:37][CH2:2][CH:3]=[CH:4][C:5]3[CH:6]=[CH:7][C:8]([C:9]([NH:11][C:12]4[CH:17]=[CH:16][CH:15]=[CH:14][C:13]=4[NH:18][C:19](=[O:25])[O:20][C:21]([CH3:22])([CH3:24])[CH3:23])=[O:10])=[CH:26][CH:27]=3)[CH:38]=[CH:39][C:40]=2[O:41][CH3:42])[CH2:29][CH2:30][CH2:31][CH2:32]1. The catalyst class is: 1. (2) Reactant: Cl.C(O[C:5](=[NH:12])[C:6]1[CH:11]=[CH:10][CH:9]=[CH:8][CH:7]=1)C.Cl.[CH2:14]([O:16][C:17](=[O:22])[C@H:18]([CH2:20][SH:21])N)[CH3:15].C(N(CC)CC)C.O. Product: [C:6]1([C:5]2[S:21][CH2:20][CH:18]([C:17]([O:16][CH2:14][CH3:15])=[O:22])[N:12]=2)[CH:7]=[CH:8][CH:9]=[CH:10][CH:11]=1. The catalyst class is: 5. (3) Product: [CH3:3][O:4][C:5](=[O:55])[C@@H:6]([NH:22][C:23]([C@@H:25]1[CH2:34][C:33]2[CH:32]=[C:31]3[O:35][CH2:36][C@H:37]([C:39]4[CH:44]=[CH:43][C:42]([O:45][CH2:46][C:47]5[CH:52]=[CH:51][C:50]([Cl:53])=[C:49]([Cl:54])[CH:48]=5)=[CH:41][CH:40]=4)[O:38][C:30]3=[CH:29][C:28]=2[CH2:27][NH:26]1)=[O:24])[CH2:7][C:8]1[CH:13]=[CH:12][C:11]([C:14]2[CH:19]=[CH:18][N:17]=[C:16]([CH3:20])[C:15]=2[CH3:21])=[CH:10][CH:9]=1. The catalyst class is: 2. Reactant: Cl.Cl.[CH3:3][O:4][C:5](=[O:55])[C@@H:6]([NH:22][C:23]([C@@H:25]1[CH2:34][C:33]2[CH:32]=[C:31]3[O:35][CH2:36][C@H:37]([C:39]4[CH:44]=[CH:43][C:42]([O:45][CH2:46][C:47]5[CH:52]=[CH:51][C:50]([Cl:53])=[C:49]([Cl:54])[CH:48]=5)=[CH:41][CH:40]=4)[O:38][C:30]3=[CH:29][C:28]=2[CH2:27][NH:26]1)=[O:24])[CH2:7][C:8]1[CH:13]=[CH:12][C:11]([C:14]2[CH:19]=[CH:18][N:17]=[C:16]([CH3:20])[C:15]=2[CH3:21])=[CH:10][CH:9]=1. (4) Reactant: Br[C:2]1[CH:3]=[CH:4][C:5]2[NH:6][C:7]3[C:12]([C:13]=2[CH:14]=1)=[CH:11][CH:10]=[CH:9][CH:8]=3.C1([N:21]2[C:33]3[CH:32]=[CH:31][C:30](B4OC(C)(C)C(C)(C)O4)=[CH:29][C:28]=3[C:27]3[C:22]2=[CH:23][CH:24]=[CH:25][CH:26]=3)C=CC=CC=1.C([O-])([O-])=O.[Na+].[Na+].[CH3:49][CH2:50]O. Product: [C:50]1([N:6]2[C:5]3[CH:4]=[CH:3][C:2]([C:30]4[CH:31]=[CH:32][C:33]5[NH:21][C:22]6[C:27]([C:28]=5[CH:29]=4)=[CH:26][CH:25]=[CH:24][CH:23]=6)=[CH:14][C:13]=3[C:12]3[C:7]2=[CH:8][CH:9]=[CH:10][CH:11]=3)[CH:49]=[CH:13][CH:14]=[CH:2][CH:3]=1. The catalyst class is: 206. (5) Reactant: [H-].[Na+].Cl.[NH2:4][C@H:5]1[CH2:10][CH2:9][C@H:8]([OH:11])[CH2:7][CH2:6]1.Cl[C:13]1[N:18]=[CH:17][CH:16]=[CH:15][N:14]=1. Product: [N:14]1[CH:15]=[CH:16][CH:17]=[N:18][C:13]=1[O:11][C@H:8]1[CH2:9][CH2:10][C@H:5]([NH2:4])[CH2:6][CH2:7]1. The catalyst class is: 7. (6) Reactant: [F:1][C:2]1[N:6](COCC[Si](C)(C)C)[N:5]=[CH:4][C:3]=1[C:15]1[NH:16][C:17]2[N:18]([N:25]=[CH:26][C:27]=2[C:28]#[N:29])[C:19](=[O:24])[C:20]=1[CH:21]([CH3:23])[CH3:22].C(O)(C(F)(F)F)=O. Product: [F:1][C:2]1[NH:6][N:5]=[CH:4][C:3]=1[C:15]1[NH:16][C:17]2[N:18]([N:25]=[CH:26][C:27]=2[C:28]#[N:29])[C:19](=[O:24])[C:20]=1[CH:21]([CH3:23])[CH3:22]. The catalyst class is: 2.